This data is from Forward reaction prediction with 1.9M reactions from USPTO patents (1976-2016). The task is: Predict the product of the given reaction. (1) Given the reactants COC(C1C=C(OC2C=CC(S(C)(=O)=O)=CC=2)C=C2OC(C)CC=12)=O.[F:26][C:27]1[CH:28]=[C:29]([CH:32]=[CH:33][C:34]=1F)[C:30]#[N:31].[CH3:36][N:37]1[CH:41]=[CH:40][C:39]([NH:42][C:43]([C:45]2[CH:55]=[C:54]([OH:56])[C:48]3[CH2:49][C:50]([CH3:53])([CH3:52])[O:51][C:47]=3[CH:46]=2)=[O:44])=[N:38]1, predict the reaction product. The product is: [CH3:36][N:37]1[CH:41]=[CH:40][C:39]([NH:42][C:43]([C:45]2[CH:55]=[C:54]([O:56][C:34]3[CH:33]=[CH:32][C:29]([C:30]#[N:31])=[CH:28][C:27]=3[F:26])[C:48]3[CH2:49][C:50]([CH3:53])([CH3:52])[O:51][C:47]=3[CH:46]=2)=[O:44])=[N:38]1. (2) Given the reactants C([O:4][CH2:5][CH2:6][CH2:7][CH2:8]Br)(=O)C.[CH2:10]([NH:17][C:18](=[O:40])[N:19]([C:21]1[CH:22]=[C:23]([C:27]2[CH:32]=[CH:31][C:30]([CH2:33][CH2:34][C:35]([O:37][CH3:38])=[O:36])=[CH:29][C:28]=2[OH:39])[CH:24]=[CH:25][CH:26]=1)[CH3:20])[CH2:11][CH2:12][CH2:13][CH2:14][CH2:15][CH3:16].C(=O)([O-])[O-].[K+].[K+], predict the reaction product. The product is: [CH2:10]([NH:17][C:18](=[O:40])[N:19]([C:21]1[CH:22]=[C:23]([C:27]2[CH:32]=[CH:31][C:30]([CH2:33][CH2:34][C:35]([O:37][CH3:38])=[O:36])=[CH:29][C:28]=2[O:39][CH2:8][CH2:7][CH2:6][CH2:5][OH:4])[CH:24]=[CH:25][CH:26]=1)[CH3:20])[CH2:11][CH2:12][CH2:13][CH2:14][CH2:15][CH3:16]. (3) Given the reactants [C:1]([C:5]1[CH:11]=[CH:10][C:8]([NH2:9])=[C:7]([N+:12]([O-:14])=[O:13])[CH:6]=1)([CH3:4])([CH3:3])[CH3:2].[BrH:15].[NH+]1C=CC=CC=1.O.S([O-])([O-])=O.[Na+].[Na+], predict the reaction product. The product is: [Br:15][C:10]1[CH:11]=[C:5]([C:1]([CH3:4])([CH3:2])[CH3:3])[CH:6]=[C:7]([N+:12]([O-:14])=[O:13])[C:8]=1[NH2:9]. (4) The product is: [Br:24][CH2:16][C:15]([C:12]1[CH:13]=[CH:14][C:9]([O:8][C@H:5]2[CH2:4][CH2:3][C@@H:2]([CH3:1])[CH2:7][CH2:6]2)=[CH:10][CH:11]=1)=[O:17]. Given the reactants [CH3:1][CH:2]1[CH2:7][CH2:6][CH:5]([O:8][C:9]2[CH:14]=[CH:13][C:12]([C:15](=[O:17])[CH3:16])=[CH:11][CH:10]=2)[CH2:4][CH2:3]1.C1CNC(=O)C1.[Br:24][Br-]Br, predict the reaction product. (5) Given the reactants [CH3:1][C:2]1[C:7](=[O:8])[C@@H:6]([OH:9])[CH2:5][C:4]([CH3:11])([CH3:10])[C:3]=1/[CH:12]=[CH:13]/[C:14](/[CH3:44])=[CH:15]/[CH:16]=[CH:17]/[C:18](/[CH3:43])=[CH:19]/[CH:20]=[CH:21]/[CH:22]=[C:23](\[CH3:42])/[CH:24]=[CH:25]/[CH:26]=[C:27](\[CH3:41])/[CH:28]=[CH:29]/[C:30]1[C:36]([CH3:38])([CH3:37])[CH2:35][C@H:34]([OH:39])[C:32](=[O:33])[C:31]=1[CH3:40].C[O-].[Na+], predict the reaction product. The product is: [CH3:40][C:31]1[C:32](=[O:33])[C:34](=[O:39])[CH2:35][C:36]([CH3:37])([CH3:38])[C:30]=1/[CH:29]=[CH:28]/[C:27](/[CH3:41])=[CH:26]/[CH:25]=[CH:24]/[C:23](/[CH3:42])=[CH:22]/[CH:21]=[CH:20]/[CH:19]=[C:18](\[CH3:43])/[CH:17]=[CH:16]/[CH:15]=[C:14](\[CH3:44])/[CH:13]=[CH:12]/[C:3]1[C:4]([CH3:11])([CH3:10])[CH2:5][C:6](=[O:9])[C:7](=[O:8])[C:2]=1[CH3:1]. (6) Given the reactants [N:1]([CH:4]([CH3:11])[CH2:5][C:6]1[S:7][CH:8]=[CH:9][CH:10]=1)=[C:2]=[O:3].N, predict the reaction product. The product is: [CH3:11][CH:4]1[NH:1][C:2](=[O:3])[C:10]2[CH:9]=[CH:8][S:7][C:6]=2[CH2:5]1. (7) The product is: [CH3:7][O:8][C:9]1[CH:18]=[C:17]2[C:12]([CH2:13][CH2:14][NH:15][CH2:16]2)=[CH:11][CH:10]=1. Given the reactants [H-].[Al+3].[Li+].[H-].[H-].[H-].[CH3:7][O:8][C:9]1[CH:18]=[C:17]2[C:12]([CH2:13][CH2:14][NH:15][C:16]2=O)=[CH:11][CH:10]=1, predict the reaction product. (8) Given the reactants CO.[BH4-].[Na+].[CH3:5][O:6][C:7]1[CH:8]=[CH:9][C:10]2[N:11]([N:13]=[C:14]([C:28]3[CH:33]=[CH:32][C:31]([C:34]([F:37])([F:36])[F:35])=[CH:30][CH:29]=3)[C:15]=2[C:16]([C:18]2[N:23]=[C:22]([C:24]([O:26][CH3:27])=[O:25])[CH:21]=[CH:20][CH:19]=2)=[O:17])[CH:12]=1.[Cl-].[NH4+], predict the reaction product. The product is: [OH:17][CH:16]([C:15]1[C:14]([C:28]2[CH:33]=[CH:32][C:31]([C:34]([F:35])([F:37])[F:36])=[CH:30][CH:29]=2)=[N:13][N:11]2[CH:12]=[C:7]([O:6][CH3:5])[CH:8]=[CH:9][C:10]=12)[C:18]1[N:23]=[C:22]([C:24]([O:26][CH3:27])=[O:25])[CH:21]=[CH:20][CH:19]=1. (9) Given the reactants Cl[C:2]1[C:11]2[C:6](=[CH:7][C:8]([F:13])=[CH:9][C:10]=2[F:12])[N:5]=[C:4]([C:14]2[CH:15]=[N:16][CH:17]=[C:18]([S:20]([CH3:23])(=[O:22])=[O:21])[CH:19]=2)[C:3]=1[CH3:24].[CH3:25][C:26]1([CH3:41])[C:30]2=[N:31][CH:32]=[C:33]([N:35]3[CH2:40][CH2:39][O:38][CH2:37][CH2:36]3)[CH:34]=[C:29]2[NH:28][CH2:27]1.CC(C1C=C(C(C)C)C(C2C=CC=CC=2P(C2CCCCC2)C2CCCCC2)=C(C(C)C)C=1)C.CC(C)([O-])C.[Na+], predict the reaction product. The product is: [CH3:25][C:26]1([CH3:41])[C:30]2=[N:31][CH:32]=[C:33]([N:35]3[CH2:40][CH2:39][O:38][CH2:37][CH2:36]3)[CH:34]=[C:29]2[N:28]([C:2]2[C:11]3[C:6](=[CH:7][C:8]([F:13])=[CH:9][C:10]=3[F:12])[N:5]=[C:4]([C:14]3[CH:15]=[N:16][CH:17]=[C:18]([S:20]([CH3:23])(=[O:22])=[O:21])[CH:19]=3)[C:3]=2[CH3:24])[CH2:27]1.